Dataset: Catalyst prediction with 721,799 reactions and 888 catalyst types from USPTO. Task: Predict which catalyst facilitates the given reaction. Reactant: [Si:1]([O:8][C@H:9]1[CH2:13][N:12]([C:14]([O:16][C:17]([CH3:20])([CH3:19])[CH3:18])=[O:15])[CH2:11][C@:10]1([O:24][CH3:25])[CH2:21][CH:22]=C)([C:4]([CH3:7])([CH3:6])[CH3:5])([CH3:3])[CH3:2].[O:26]=[O+][O-]. Product: [Si:1]([O:8][C@H:9]1[CH2:13][N:12]([C:14]([O:16][C:17]([CH3:19])([CH3:18])[CH3:20])=[O:15])[CH2:11][C@@:10]1([CH2:21][CH2:22][OH:26])[O:24][CH3:25])([C:4]([CH3:7])([CH3:5])[CH3:6])([CH3:2])[CH3:3]. The catalyst class is: 2.